This data is from NCI-60 drug combinations with 297,098 pairs across 59 cell lines. The task is: Regression. Given two drug SMILES strings and cell line genomic features, predict the synergy score measuring deviation from expected non-interaction effect. (1) Drug 1: C1=CC(=CC=C1CC(C(=O)O)N)N(CCCl)CCCl.Cl. Drug 2: COC1=C2C(=CC3=C1OC=C3)C=CC(=O)O2. Cell line: KM12. Synergy scores: CSS=15.1, Synergy_ZIP=19.0, Synergy_Bliss=24.3, Synergy_Loewe=9.00, Synergy_HSA=9.59. (2) Cell line: SF-295. Synergy scores: CSS=6.27, Synergy_ZIP=-2.07, Synergy_Bliss=-0.217, Synergy_Loewe=-0.305, Synergy_HSA=-0.270. Drug 2: C1=NC2=C(N=C(N=C2N1C3C(C(C(O3)CO)O)O)F)N. Drug 1: CN(C)N=NC1=C(NC=N1)C(=O)N. (3) Drug 1: CC1OCC2C(O1)C(C(C(O2)OC3C4COC(=O)C4C(C5=CC6=C(C=C35)OCO6)C7=CC(=C(C(=C7)OC)O)OC)O)O. Drug 2: N.N.Cl[Pt+2]Cl. Cell line: CAKI-1. Synergy scores: CSS=42.8, Synergy_ZIP=-7.81, Synergy_Bliss=-5.13, Synergy_Loewe=-16.9, Synergy_HSA=-1.87. (4) Drug 1: CC12CCC(CC1=CCC3C2CCC4(C3CC=C4C5=CN=CC=C5)C)O. Drug 2: C1=NC(=NC(=O)N1C2C(C(C(O2)CO)O)O)N. Cell line: T-47D. Synergy scores: CSS=3.48, Synergy_ZIP=-0.859, Synergy_Bliss=1.84, Synergy_Loewe=-2.40, Synergy_HSA=-0.549. (5) Drug 1: CCCCCOC(=O)NC1=NC(=O)N(C=C1F)C2C(C(C(O2)C)O)O. Drug 2: CN(C(=O)NC(C=O)C(C(C(CO)O)O)O)N=O. Cell line: SR. Synergy scores: CSS=-2.13, Synergy_ZIP=-6.49, Synergy_Bliss=-6.10, Synergy_Loewe=-22.2, Synergy_HSA=-9.85. (6) Drug 1: CC12CCC(CC1=CCC3C2CCC4(C3CC=C4C5=CN=CC=C5)C)O. Drug 2: C(CCl)NC(=O)N(CCCl)N=O. Cell line: CAKI-1. Synergy scores: CSS=-4.67, Synergy_ZIP=3.88, Synergy_Bliss=-7.25, Synergy_Loewe=-18.0, Synergy_HSA=-7.27. (7) Drug 1: C1=C(C(=O)NC(=O)N1)F. Drug 2: C#CCC(CC1=CN=C2C(=N1)C(=NC(=N2)N)N)C3=CC=C(C=C3)C(=O)NC(CCC(=O)O)C(=O)O. Cell line: OVCAR-8. Synergy scores: CSS=37.6, Synergy_ZIP=1.52, Synergy_Bliss=1.61, Synergy_Loewe=1.72, Synergy_HSA=1.72. (8) Drug 1: CC1OCC2C(O1)C(C(C(O2)OC3C4COC(=O)C4C(C5=CC6=C(C=C35)OCO6)C7=CC(=C(C(=C7)OC)O)OC)O)O. Drug 2: CC(C)CN1C=NC2=C1C3=CC=CC=C3N=C2N. Cell line: MOLT-4. Synergy scores: CSS=39.2, Synergy_ZIP=-2.37, Synergy_Bliss=-6.19, Synergy_Loewe=-22.4, Synergy_HSA=-6.83.